From a dataset of Catalyst prediction with 721,799 reactions and 888 catalyst types from USPTO. Predict which catalyst facilitates the given reaction. Reactant: Br[C:2]1[CH:3]=[C:4]([C:8]2[CH:13]=[CH:12][CH:11]=[CH:10][N:9]=2)[CH:5]=[CH:6][CH:7]=1.C([Li])CCC.Cl[Si:20]([CH:27]([CH3:29])[CH3:28])([CH:24]([CH3:26])[CH3:25])[CH:21]([CH3:23])[CH3:22]. Product: [CH:21]([Si:20]([CH:27]([CH3:29])[CH3:28])([CH:24]([CH3:26])[CH3:25])[C:2]1[CH:3]=[C:4]([C:8]2[CH:13]=[CH:12][CH:11]=[CH:10][N:9]=2)[CH:5]=[CH:6][CH:7]=1)([CH3:23])[CH3:22]. The catalyst class is: 1.